This data is from TCR-epitope binding with 47,182 pairs between 192 epitopes and 23,139 TCRs. The task is: Binary Classification. Given a T-cell receptor sequence (or CDR3 region) and an epitope sequence, predict whether binding occurs between them. The epitope is YIFFASFYY. The TCR CDR3 sequence is CASSPGTGELFF. Result: 1 (the TCR binds to the epitope).